Dataset: Forward reaction prediction with 1.9M reactions from USPTO patents (1976-2016). Task: Predict the product of the given reaction. (1) Given the reactants [OH:1][C:2]1[CH:3]=[C:4]([C:12]([NH:14][C:15]2[N:20]=[CH:19][C:18]([C:21]([O:23][CH3:24])=[O:22])=[CH:17][CH:16]=2)=[O:13])[CH:5]=[C:6]([O:8][CH:9]([CH3:11])[CH3:10])[CH:7]=1.[F:25][C:26]1[CH:27]=[C:28](B(O)O)[CH:29]=[C:30]([F:32])[CH:31]=1, predict the reaction product. The product is: [CH3:11][CH:9]([O:8][C:6]1[CH:5]=[C:4]([C:12]([NH:14][C:15]2[N:20]=[CH:19][C:18]([C:21]([O:23][CH3:24])=[O:22])=[CH:17][CH:16]=2)=[O:13])[CH:3]=[C:2]([O:1][C:28]2[CH:27]=[C:26]([F:25])[CH:31]=[C:30]([F:32])[CH:29]=2)[CH:7]=1)[CH3:10]. (2) Given the reactants [F:1][C:2]1[CH:3]=[C:4]2[C:8](=[CH:9][CH:10]=1)[N:7]([CH:11]1[CH2:16][CH2:15][N:14]([C:17]3([CH3:22])[CH2:21][CH2:20][NH:19][CH2:18]3)[CH2:13][CH2:12]1)[C:6](=[O:23])[CH2:5]2.[C:24](Cl)(=[O:28])[O:25][CH2:26][CH3:27], predict the reaction product. The product is: [F:1][C:2]1[CH:3]=[C:4]2[C:8](=[CH:9][CH:10]=1)[N:7]([CH:11]1[CH2:16][CH2:15][N:14]([C:17]3([CH3:22])[CH2:21][CH2:20][N:19]([C:24]([O:25][CH2:26][CH3:27])=[O:28])[CH2:18]3)[CH2:13][CH2:12]1)[C:6](=[O:23])[CH2:5]2.